From a dataset of Peptide-MHC class I binding affinity with 185,985 pairs from IEDB/IMGT. Regression. Given a peptide amino acid sequence and an MHC pseudo amino acid sequence, predict their binding affinity value. This is MHC class I binding data. (1) The peptide sequence is YPDRLRLSV. The MHC is HLA-B08:01 with pseudo-sequence HLA-B08:01. The binding affinity (normalized) is 0.233. (2) The peptide sequence is AAKKKGASL. The MHC is HLA-A03:01 with pseudo-sequence HLA-A03:01. The binding affinity (normalized) is 0.0847. (3) The peptide sequence is LHDAIMVEL. The MHC is HLA-A02:03 with pseudo-sequence HLA-A02:03. The binding affinity (normalized) is 0.0847. (4) The peptide sequence is TKDTNDNNL. The MHC is HLA-A02:06 with pseudo-sequence HLA-A02:06. The binding affinity (normalized) is 0.0847. (5) The peptide sequence is LQLTAVFAY. The MHC is BoLA-D18.4 with pseudo-sequence BoLA-D18.4. The binding affinity (normalized) is 0.370. (6) The peptide sequence is TLALEVAQQK. The MHC is HLA-B54:01 with pseudo-sequence HLA-B54:01. The binding affinity (normalized) is 0. (7) The peptide sequence is ESRTIRVLK. The MHC is HLA-A30:01 with pseudo-sequence HLA-A30:01. The binding affinity (normalized) is 0.799.